From a dataset of Catalyst prediction with 721,799 reactions and 888 catalyst types from USPTO. Predict which catalyst facilitates the given reaction. (1) Product: [CH2:1]([O:3][C:4]1[CH:5]=[C:6]([CH:7]=[CH:8][C:9]=1[O:10][CH2:11][C:12]1[CH:13]=[N:14][C:15]([O:18][CH3:19])=[CH:16][CH:17]=1)[CH2:20][NH:21][C:23]1[C:28]([N+:29]([O-:31])=[O:30])=[CH:27][C:26]([I:32])=[CH:25][N:24]=1)[CH3:2]. The catalyst class is: 10. Reactant: [CH2:1]([O:3][C:4]1[CH:5]=[C:6]([CH2:20][NH2:21])[CH:7]=[CH:8][C:9]=1[O:10][CH2:11][C:12]1[CH:13]=[N:14][C:15]([O:18][CH3:19])=[CH:16][CH:17]=1)[CH3:2].Cl[C:23]1[C:28]([N+:29]([O-:31])=[O:30])=[CH:27][C:26]([I:32])=[CH:25][N:24]=1.C(N(CC)C(C)C)(C)C. (2) Reactant: [C:1]([O:4][C:5](=[O:7])[CH3:6])(=O)[CH3:2].OC1C[CH2:13][N:12]([C:15]([O:17][C:18]([CH3:21])([CH3:20])[CH3:19])=[O:16])[CH2:11][CH2:10]1. Product: [C:5]([O:4][CH:1]1[CH2:10][CH2:11][N:12]([C:15]([O:17][C:18]([CH3:19])([CH3:21])[CH3:20])=[O:16])[CH2:13][CH2:2]1)(=[O:7])[CH3:6]. The catalyst class is: 17. (3) Reactant: [C:1](#[N:3])C.[F:4][C:5]1[C:6]([C:18]([F:21])([F:20])[F:19])=[C:7]([C:11]2[CH:16]=[CH:15][N+:14]([O-])=[CH:13][CH:12]=2)[CH:8]=[CH:9][CH:10]=1.C[Si](C#N)(C)C. Product: [F:4][C:5]1[C:6]([C:18]([F:21])([F:20])[F:19])=[C:7]([C:11]2[CH:16]=[CH:15][N:14]=[C:13]([C:1]#[N:3])[CH:12]=2)[CH:8]=[CH:9][CH:10]=1. The catalyst class is: 66.